Dataset: CYP1A2 inhibition data for predicting drug metabolism from PubChem BioAssay. Task: Regression/Classification. Given a drug SMILES string, predict its absorption, distribution, metabolism, or excretion properties. Task type varies by dataset: regression for continuous measurements (e.g., permeability, clearance, half-life) or binary classification for categorical outcomes (e.g., BBB penetration, CYP inhibition). Dataset: cyp1a2_veith. (1) The compound is CC(C)OC(=O)c1nnn(-c2nonc2N)c1CSc1ccccn1. The result is 1 (inhibitor). (2) The molecule is O=C(O)[C@H](Cc1ccc(O)c([N+](=O)[O-])c1)N1C(=O)c2ccccc2C1=O. The result is 0 (non-inhibitor). (3) The drug is O=C1c2ccccc2-c2n[nH]c3cccc1c23. The result is 1 (inhibitor).